Dataset: Catalyst prediction with 721,799 reactions and 888 catalyst types from USPTO. Task: Predict which catalyst facilitates the given reaction. (1) The catalyst class is: 378. Reactant: [C:1]([C:4]1([CH2:7][CH2:8][CH2:9][CH2:10][C:11](=[O:22])[CH2:12][CH2:13][CH2:14][CH2:15][C:16]2([C:19]([OH:21])=[O:20])[CH2:18][CH2:17]2)[CH2:6][CH2:5]1)([OH:3])=[O:2].[OH-].[Na+].[BH4-].[Na+].Cl. Product: [C:19]([C:16]1([CH2:15][CH2:14][CH2:13][CH2:12][CH:11]([OH:22])[CH2:10][CH2:9][CH2:8][CH2:7][C:4]2([C:1]([OH:3])=[O:2])[CH2:5][CH2:6]2)[CH2:17][CH2:18]1)([OH:21])=[O:20]. (2) Reactant: C([N:3]([CH2:6][CH3:7])CC)C.[Cl:8][CH2:9][C@H:10]1[O:14][C@@H:13]([N:15]2[CH:23]=[N:22][C:21]3[C:16]2=[N:17][CH:18]=[N:19][C:20]=3Cl)[C@H:12]([OH:25])[C@@H:11]1[OH:26]. Product: [OH:14][C@@H:13]1[CH2:12][CH2:11][CH2:7][C@H:6]1[NH:3][C:20]1[N:19]=[CH:18][N:17]=[C:16]2[C:21]=1[N:22]=[CH:23][N:15]2[CH:13]1[C@H:12]([OH:25])[C@H:11]([OH:26])[C@@H:10]([CH2:9][Cl:8])[O:14]1. The catalyst class is: 32. (3) Reactant: [CH2:1]([O:8][N:9]1[C:15](=[O:16])[N:14]2[CH2:17][C@H:10]1[CH2:11][CH2:12][C@H:13]2[C:18]([OH:20])=O)[C:2]1[CH:7]=[CH:6][CH:5]=[CH:4][CH:3]=1.[NH2:21][O:22][CH2:23][C:24]([O:26][C:27]([CH3:30])([CH3:29])[CH3:28])=[O:25].ON1C2C=CC=CC=2N=N1.Cl.C(N=C=NCCCN(C)C)C. Product: [C:27]([O:26][C:24](=[O:25])[CH2:23][O:22][NH:21][C:18]([C@@H:13]1[CH2:12][CH2:11][C@@H:10]2[CH2:17][N:14]1[C:15](=[O:16])[N:9]2[O:8][CH2:1][C:2]1[CH:3]=[CH:4][CH:5]=[CH:6][CH:7]=1)=[O:20])([CH3:30])([CH3:29])[CH3:28]. The catalyst class is: 2.